Dataset: Forward reaction prediction with 1.9M reactions from USPTO patents (1976-2016). Task: Predict the product of the given reaction. (1) Given the reactants [N:1]1[CH:6]=[CH:5][CH:4]=[C:3]([C:7]2[CH:12]=[CH:11][CH:10]=[CH:9][C:8]=2[OH:13])[CH:2]=1.Br[CH2:15][C:16]([O:18][CH3:19])=[O:17].C(=O)([O-])[O-].[K+].[K+], predict the reaction product. The product is: [N:1]1[CH:6]=[CH:5][CH:4]=[C:3]([C:7]2[CH:12]=[CH:11][CH:10]=[CH:9][C:8]=2[O:13][CH2:15][C:16]([O:18][CH3:19])=[O:17])[CH:2]=1. (2) Given the reactants [CH:1]1([NH2:6])[CH2:5][CH2:4][CH2:3][CH2:2]1.OC1C=CC=CN=1.[C:14]([O:18][C:19](=[O:48])[NH:20][C@H:21]([C@@H:39]1[CH2:43][C@@H:42]([CH:44]([CH3:46])[CH3:45])[C:41](=[O:47])[O:40]1)[CH2:22][N:23]1[CH2:28][C:27](=[O:29])[N:26]([C:30]2[CH:35]=[CH:34][CH:33]=[CH:32][C:31]=2[Cl:36])[CH2:25][C:24]1([CH3:38])[CH3:37])([CH3:17])([CH3:16])[CH3:15], predict the reaction product. The product is: [C:14]([O:18][C:19](=[O:48])[NH:20][C@@H:21]([CH2:22][N:23]1[CH2:28][C:27](=[O:29])[N:26]([C:30]2[CH:35]=[CH:34][CH:33]=[CH:32][C:31]=2[Cl:36])[CH2:25][C:24]1([CH3:37])[CH3:38])[C@@H:39]([OH:40])[CH2:43][C@H:42]([C:41](=[O:47])[NH:6][CH:1]1[CH2:5][CH2:4][CH2:3][CH2:2]1)[CH:44]([CH3:46])[CH3:45])([CH3:15])([CH3:16])[CH3:17]. (3) Given the reactants [F:1][C:2]1[CH:3]=[C:4]2[C:9](=[CH:10][CH:11]=1)[O:8][CH2:7][C:6]([C:12]#[N:13])=[CH:5]2, predict the reaction product. The product is: [F:1][C:2]1[CH:3]=[C:4]2[C:9](=[CH:10][CH:11]=1)[O:8][CH2:7][CH:6]([CH2:12][NH2:13])[CH2:5]2. (4) Given the reactants [CH2:1]([O:3][C:4](=[O:31])[C:5]1[CH:10]=[C:9]([C:11]#[N:12])[C:8]([N:13]2[CH2:16][CH:15]([C:17]([NH:19][S:20]([CH2:23][C:24]3[CH:29]=[CH:28][CH:27]=[CH:26][CH:25]=3)(=[O:22])=[O:21])=[O:18])[CH2:14]2)=[N:7][C:6]=1[CH3:30])[CH3:2].CS(C)=O.[CH:36]1([O-])[CH2:40]CC[CH2:37]1.[Na+].Cl, predict the reaction product. The product is: [CH:1]1([O:3][C:4](=[O:31])[C:5]2[CH:10]=[C:9]([C:11]#[N:12])[C:8]([N:13]3[CH2:14][CH:15]([C:17]([NH:19][S:20]([CH2:23][C:24]4[CH:25]=[CH:26][CH:27]=[CH:28][CH:29]=4)(=[O:21])=[O:22])=[O:18])[CH2:16]3)=[N:7][C:6]=2[CH3:30])[CH2:40][CH2:36][CH2:37][CH2:2]1. (5) Given the reactants [CH2:1]([O:8][CH2:9][C@@H:10]1[CH2:14][C@@H:13]([C:15]2[C:19]3[N:20]=[CH:21][N:22]=[C:23]([NH:24][C@@H:25]4[C:33]5[C:28](=[CH:29][CH:30]=[CH:31][CH:32]=5)[CH2:27][CH2:26]4)[C:18]=3[S:17][CH:16]=2)[CH2:12][C@H:11]1[OH:34])[C:2]1[CH:7]=[CH:6][CH:5]=[CH:4][CH:3]=1.C1C=CC(P(C2C=CC=CC=2)C2C=CC=CC=2)=CC=1.[N+:54]([C:57]1[CH:65]=[CH:64][C:60]([C:61](O)=[O:62])=[CH:59][CH:58]=1)([O-:56])=[O:55].N(C(OCC)=O)=NC(OCC)=O, predict the reaction product. The product is: [CH2:1]([O:8][CH2:9][C@@H:10]1[CH2:14][C@@H:13]([C:15]2[C:19]3[N:20]=[CH:21][N:22]=[C:23]([NH:24][C@@H:25]4[C:33]5[C:28](=[CH:29][CH:30]=[CH:31][CH:32]=5)[CH2:27][CH2:26]4)[C:18]=3[S:17][CH:16]=2)[CH2:12][C@@H:11]1[O:34][C:61](=[O:62])[C:60]1[CH:59]=[CH:58][C:57]([N+:54]([O-:56])=[O:55])=[CH:65][CH:64]=1)[C:2]1[CH:3]=[CH:4][CH:5]=[CH:6][CH:7]=1. (6) Given the reactants [CH3:1][O:2][C:3]([C:5]1([CH2:18][O:19][CH3:20])[CH2:9][CH2:8][N:7]([CH2:10][C:11]([O:13]C(C)(C)C)=[O:12])[CH2:6]1)=[O:4].FC(F)(F)C(O)=O, predict the reaction product. The product is: [CH3:1][O:2][C:3]([C:5]1([CH2:18][O:19][CH3:20])[CH2:9][CH2:8][N:7]([CH2:10][C:11]([OH:13])=[O:12])[CH2:6]1)=[O:4]. (7) Given the reactants C(=O)([O-])[O-].[Cs+].[Cs+].[OH:7][C:8]1[CH:13]=[CH:12][C:11]([CH:14]([C:21]2[CH:25]=[CH:24][O:23][N:22]=2)[CH2:15][C:16]([O:18]CC)=[O:17])=[CH:10][CH:9]=1.[Cl:26][C:27]1[C:28]([CH3:41])=[C:29]([C:33]2[CH:34]=[C:35]([CH:38]=[CH:39][CH:40]=2)[CH2:36]Cl)[CH:30]=[CH:31][CH:32]=1.[I-].[Cs+], predict the reaction product. The product is: [Cl:26][C:27]1[C:28]([CH3:41])=[C:29]([C:33]2[CH:34]=[C:35]([CH:38]=[CH:39][CH:40]=2)[CH2:36][O:7][C:8]2[CH:9]=[CH:10][C:11]([CH:14]([C:21]3[CH:25]=[CH:24][O:23][N:22]=3)[CH2:15][C:16]([OH:18])=[O:17])=[CH:12][CH:13]=2)[CH:30]=[CH:31][CH:32]=1.